This data is from NCI-60 drug combinations with 297,098 pairs across 59 cell lines. The task is: Regression. Given two drug SMILES strings and cell line genomic features, predict the synergy score measuring deviation from expected non-interaction effect. (1) Drug 1: CC1=C(C=C(C=C1)NC2=NC=CC(=N2)N(C)C3=CC4=NN(C(=C4C=C3)C)C)S(=O)(=O)N.Cl. Drug 2: CN(CC1=CN=C2C(=N1)C(=NC(=N2)N)N)C3=CC=C(C=C3)C(=O)NC(CCC(=O)O)C(=O)O. Cell line: NCI-H460. Synergy scores: CSS=37.0, Synergy_ZIP=4.11, Synergy_Bliss=1.87, Synergy_Loewe=-12.2, Synergy_HSA=-1.67. (2) Drug 1: CC1OCC2C(O1)C(C(C(O2)OC3C4COC(=O)C4C(C5=CC6=C(C=C35)OCO6)C7=CC(=C(C(=C7)OC)O)OC)O)O. Drug 2: CC1CCCC2(C(O2)CC(NC(=O)CC(C(C(=O)C(C1O)C)(C)C)O)C(=CC3=CSC(=N3)C)C)C. Cell line: IGROV1. Synergy scores: CSS=23.2, Synergy_ZIP=-5.47, Synergy_Bliss=3.74, Synergy_Loewe=3.20, Synergy_HSA=3.23. (3) Drug 1: CN1C2=C(C=C(C=C2)N(CCCl)CCCl)N=C1CCCC(=O)O.Cl. Drug 2: CC12CCC3C(C1CCC2O)C(CC4=C3C=CC(=C4)O)CCCCCCCCCS(=O)CCCC(C(F)(F)F)(F)F. Cell line: MALME-3M. Synergy scores: CSS=6.73, Synergy_ZIP=-6.20, Synergy_Bliss=-6.92, Synergy_Loewe=-3.13, Synergy_HSA=-2.47. (4) Drug 1: C1CCC(CC1)NC(=O)N(CCCl)N=O. Drug 2: CC1=C(C=C(C=C1)NC(=O)C2=CC=C(C=C2)CN3CCN(CC3)C)NC4=NC=CC(=N4)C5=CN=CC=C5. Cell line: SF-268. Synergy scores: CSS=20.2, Synergy_ZIP=3.63, Synergy_Bliss=6.59, Synergy_Loewe=-0.175, Synergy_HSA=4.84. (5) Drug 1: CC(C1=C(C=CC(=C1Cl)F)Cl)OC2=C(N=CC(=C2)C3=CN(N=C3)C4CCNCC4)N. Drug 2: CC=C1C(=O)NC(C(=O)OC2CC(=O)NC(C(=O)NC(CSSCCC=C2)C(=O)N1)C(C)C)C(C)C. Cell line: HCT116. Synergy scores: CSS=37.3, Synergy_ZIP=-2.12, Synergy_Bliss=-2.35, Synergy_Loewe=-31.3, Synergy_HSA=-2.57.